This data is from NCI-60 drug combinations with 297,098 pairs across 59 cell lines. The task is: Regression. Given two drug SMILES strings and cell line genomic features, predict the synergy score measuring deviation from expected non-interaction effect. (1) Drug 1: C1=NC(=NC(=O)N1C2C(C(C(O2)CO)O)O)N. Drug 2: C1C(C(OC1N2C=NC3=C2NC=NCC3O)CO)O. Cell line: HCC-2998. Synergy scores: CSS=38.5, Synergy_ZIP=0.813, Synergy_Bliss=-3.40, Synergy_Loewe=-2.92, Synergy_HSA=0.619. (2) Drug 1: CCCS(=O)(=O)NC1=C(C(=C(C=C1)F)C(=O)C2=CNC3=C2C=C(C=N3)C4=CC=C(C=C4)Cl)F. Drug 2: C1=C(C(=O)NC(=O)N1)N(CCCl)CCCl. Cell line: RPMI-8226. Synergy scores: CSS=43.6, Synergy_ZIP=14.5, Synergy_Bliss=15.2, Synergy_Loewe=3.20, Synergy_HSA=11.0. (3) Drug 1: CC1=C2C(C(=O)C3(C(CC4C(C3C(C(C2(C)C)(CC1OC(=O)C(C(C5=CC=CC=C5)NC(=O)OC(C)(C)C)O)O)OC(=O)C6=CC=CC=C6)(CO4)OC(=O)C)OC)C)OC. Drug 2: C1C(C(OC1N2C=NC(=NC2=O)N)CO)O. Cell line: OVCAR-8. Synergy scores: CSS=57.2, Synergy_ZIP=-2.38, Synergy_Bliss=-6.67, Synergy_Loewe=-3.78, Synergy_HSA=-2.05. (4) Drug 1: CCC1(CC2CC(C3=C(CCN(C2)C1)C4=CC=CC=C4N3)(C5=C(C=C6C(=C5)C78CCN9C7C(C=CC9)(C(C(C8N6C=O)(C(=O)OC)O)OC(=O)C)CC)OC)C(=O)OC)O.OS(=O)(=O)O. Drug 2: C1=NNC2=C1C(=O)NC=N2. Cell line: K-562. Synergy scores: CSS=-2.19, Synergy_ZIP=3.77, Synergy_Bliss=7.79, Synergy_Loewe=-2.41, Synergy_HSA=-2.04. (5) Drug 1: C1CN1P(=S)(N2CC2)N3CC3. Drug 2: CN(CCCl)CCCl.Cl. Cell line: SK-MEL-2. Synergy scores: CSS=17.3, Synergy_ZIP=-7.18, Synergy_Bliss=-6.96, Synergy_Loewe=-8.07, Synergy_HSA=-2.73.